This data is from Acute oral toxicity (LD50) regression data from Zhu et al.. The task is: Regression/Classification. Given a drug SMILES string, predict its toxicity properties. Task type varies by dataset: regression for continuous values (e.g., LD50, hERG inhibition percentage) or binary classification for toxic/non-toxic outcomes (e.g., AMES mutagenicity, cardiotoxicity, hepatotoxicity). Dataset: ld50_zhu. (1) The compound is CC(C)(C)OOC(=O)C(C)(C)C. The rat oral LD50 is 1.61, given as -log10 of the dose in mol/kg body weight (higher means more acutely toxic). (2) The molecule is CN1CCC2=C(C1)c1ccccc1Cc1ccccc12. The rat oral LD50 is 2.67, given as -log10 of the dose in mol/kg body weight (higher means more acutely toxic). (3) The drug is Cc1cc(C)c(C2C(=O)c3ccccc3C2=O)c(C)c1. The rat oral LD50 is 2.42, given as -log10 of the dose in mol/kg body weight (higher means more acutely toxic). (4) The drug is Fc1c(Cl)ccc2[nH]c(C(F)(F)F)nc12. The rat oral LD50 is 4.62, given as -log10 of the dose in mol/kg body weight (higher means more acutely toxic). (5) The drug is CCCCC(CC)COC(=O)c1ccccc1C(=O)OCC(CC)CCCC. The rat oral LD50 is 1.11, given as -log10 of the dose in mol/kg body weight (higher means more acutely toxic).